Dataset: Forward reaction prediction with 1.9M reactions from USPTO patents (1976-2016). Task: Predict the product of the given reaction. (1) Given the reactants [NH2:1][C:2]1[CH:3]=[CH:4][C:5]([N:8]2[CH2:12][CH2:11][C@@H:10]([OH:13])[CH2:9]2)=[N:6][CH:7]=1.[Cl:14][C:15]1[CH:20]=[CH:19][C:18]([C:21]2[S:25][C:24]([C:26](OC)=[O:27])=[C:23](/[N:30]=[CH:31]/N(C)C)[CH:22]=2)=[CH:17][CH:16]=1.C1(O)C=CC=CC=1, predict the reaction product. The product is: [Cl:14][C:15]1[CH:16]=[CH:17][C:18]([C:21]2[S:25][C:24]3[C:26](=[O:27])[N:1]([C:2]4[CH:7]=[N:6][C:5]([N:8]5[CH2:12][CH2:11][C@@H:10]([OH:13])[CH2:9]5)=[CH:4][CH:3]=4)[CH:31]=[N:30][C:23]=3[CH:22]=2)=[CH:19][CH:20]=1. (2) Given the reactants [CH:1]1([CH2:4][O:5][C:6]2[CH:11]=[CH:10][C:9]([CH:12]([CH3:14])[CH3:13])=[CH:8][C:7]=2[C:15]2[C:16]3[N:23]([CH2:24][O:25][CH2:26][CH2:27][Si:28]([CH3:31])([CH3:30])[CH3:29])[C:22]([CH3:32])=[C:21]([C:33](O)=[O:34])[C:17]=3[N:18]=[CH:19][N:20]=2)[CH2:3][CH2:2]1.[NH2:36][C@@H:37]1[CH2:42][CH2:41][C@H:40]([NH:43][C:44](=[O:50])[O:45][C:46]([CH3:49])([CH3:48])[CH3:47])[CH2:39][CH2:38]1, predict the reaction product. The product is: [CH:1]1([CH2:4][O:5][C:6]2[CH:11]=[CH:10][C:9]([CH:12]([CH3:13])[CH3:14])=[CH:8][C:7]=2[C:15]2[C:16]3[N:23]([CH2:24][O:25][CH2:26][CH2:27][Si:28]([CH3:29])([CH3:30])[CH3:31])[C:22]([CH3:32])=[C:21]([C:33]([NH:36][C@@H:37]4[CH2:42][CH2:41][C@H:40]([NH:43][C:44](=[O:50])[O:45][C:46]([CH3:48])([CH3:47])[CH3:49])[CH2:39][CH2:38]4)=[O:34])[C:17]=3[N:18]=[CH:19][N:20]=2)[CH2:3][CH2:2]1. (3) Given the reactants [OH-].[K+].[F:3][C:4]1[CH:9]=[CH:8][C:7]([C:10]2[C:15]([C:16]3[CH:21]=[CH:20][N:19]=[CH:18][CH:17]=3)=[C:14]([C:22]3[CH:27]=[CH:26][C:25]([F:28])=[CH:24][CH:23]=3)[N:13]=[C:12]3[NH:29][N:30]=[C:31]([C:32]#[N:33])[C:11]=23)=[CH:6][CH:5]=1.O.CC[O:37]C(C)=O, predict the reaction product. The product is: [F:3][C:4]1[CH:9]=[CH:8][C:7]([C:10]2[C:15]([C:16]3[CH:21]=[CH:20][N:19]=[CH:18][CH:17]=3)=[C:14]([C:22]3[CH:27]=[CH:26][C:25]([F:28])=[CH:24][CH:23]=3)[N:13]=[C:12]3[NH:29][N:30]=[C:31]([C:32]([NH2:33])=[O:37])[C:11]=23)=[CH:6][CH:5]=1. (4) Given the reactants Br[C:2]1[CH:3]=[C:4]2[C:8](=[C:9]([C:11]([NH2:13])=[O:12])[CH:10]=1)[NH:7][CH:6]=[C:5]2[CH:14]1[CH2:18][CH2:17][S:16](=[O:20])(=[O:19])[CH2:15]1.[S:21]1[C:25]2[CH:26]=[CH:27][C:28](B(O)O)=[CH:29][C:24]=2[CH:23]=[CH:22]1.C(=O)([O-])[O-].[K+].[K+], predict the reaction product. The product is: [S:21]1[C:25]2[CH:26]=[CH:27][C:28]([C:2]3[CH:3]=[C:4]4[C:8](=[C:9]([C:11]([NH2:13])=[O:12])[CH:10]=3)[NH:7][CH:6]=[C:5]4[CH:14]3[CH2:18][CH2:17][S:16](=[O:20])(=[O:19])[CH2:15]3)=[CH:29][C:24]=2[CH:23]=[CH:22]1.